This data is from Catalyst prediction with 721,799 reactions and 888 catalyst types from USPTO. The task is: Predict which catalyst facilitates the given reaction. Reactant: C(OC(=O)[CH:5]([C:11](=[O:22])[CH2:12][C:13]1[CH:18]=[CH:17][C:16]([N+:19]([O-:21])=[O:20])=[CH:15][CH:14]=1)C(OCC)=O)C. Product: [N+:19]([C:16]1[CH:15]=[CH:14][C:13]([CH2:12][C:11](=[O:22])[CH3:5])=[CH:18][CH:17]=1)([O-:21])=[O:20]. The catalyst class is: 58.